Dataset: Full USPTO retrosynthesis dataset with 1.9M reactions from patents (1976-2016). Task: Predict the reactants needed to synthesize the given product. (1) Given the product [C:15]1([S:12]([N:9]2[CH2:8][CH2:7][C:6]3([C:4](=[O:3])[N:37]([C:36]4[CH:38]=[CH:39][C:33]([O:32][CH:29]([CH3:31])[CH3:30])=[CH:34][CH:35]=4)[CH2:22][CH2:21]3)[CH2:11][CH2:10]2)(=[O:13])=[O:14])[CH:16]=[CH:17][CH:18]=[CH:19][CH:20]=1, predict the reactants needed to synthesize it. The reactants are: C([O:3][C:4]([C:6]1([CH2:21][CH2:22]OC)[CH2:11][CH2:10][N:9]([S:12]([C:15]2[CH:20]=[CH:19][CH:18]=[CH:17][CH:16]=2)(=[O:14])=[O:13])[CH2:8][CH2:7]1)=O)C.[Cl-].C[Al+]C.[CH:29]([O:32][C:33]1[CH:39]=[CH:38][C:36]([NH2:37])=[CH:35][CH:34]=1)([CH3:31])[CH3:30]. (2) Given the product [O:13]=[C:6]1[CH2:7][CH2:8][C:3]([C:14]2[N:15]=[CH:16][CH:17]=[CH:18][N:19]=2)([C:1]#[N:2])[CH2:4][CH2:5]1, predict the reactants needed to synthesize it. The reactants are: [C:1]([C:3]1([C:14]2[N:19]=[CH:18][CH:17]=[CH:16][N:15]=2)[CH2:8][CH:7](C(OC)=O)[C:6](=[O:13])[CH2:5][CH2:4]1)#[N:2].[OH-].[K+].O.C(O)(=O)CC(CC(O)=O)(C(O)=O)O. (3) Given the product [ClH:38].[N:39]12[CH2:44][CH2:43][CH:42]([CH2:45][CH2:46]1)[C@@H:41]([NH:47][C:48]([C:50]1[S:51][C:52]3[C:58]([C:2]4[CH:7]=[CH:6][C:5]([N:8]5[CH2:13][CH2:12][O:11][CH2:10][C:9]5=[O:14])=[CH:4][CH:3]=4)=[CH:57][CH:56]=[CH:55][C:53]=3[CH:54]=1)=[O:49])[CH2:40]2, predict the reactants needed to synthesize it. The reactants are: Br[C:2]1[CH:7]=[CH:6][C:5]([N:8]2[CH2:13][CH2:12][O:11][CH2:10][C:9]2=[O:14])=[CH:4][CH:3]=1.B1(B2OC(C)(C)C(C)(C)O2)OC(C)(C)C(C)(C)O1.C([O-])(=O)C.[K+].[ClH:38].[N:39]12[CH2:46][CH2:45][CH:42]([CH2:43][CH2:44]1)[C@@H:41]([NH:47][C:48]([C:50]1[S:51][C:52]3[C:58](Br)=[CH:57][CH:56]=[CH:55][C:53]=3[CH:54]=1)=[O:49])[CH2:40]2.C(=O)([O-])[O-].[Na+].[Na+].